This data is from Full USPTO retrosynthesis dataset with 1.9M reactions from patents (1976-2016). The task is: Predict the reactants needed to synthesize the given product. Given the product [CH:1]1([C:4]2[NH:5][CH:6]=[C:7]([CH:23]=[O:24])[N:8]=2)[CH2:3][CH2:2]1, predict the reactants needed to synthesize it. The reactants are: [CH:1]1([C:4]2[N:5](S(N(C)C)(=O)=O)[CH:6]=[CH:7][N:8]=2)[CH2:3][CH2:2]1.C([Li])CCC.CN([CH:23]=[O:24])C.Cl.C(=O)(O)[O-].[Na+].